From a dataset of Forward reaction prediction with 1.9M reactions from USPTO patents (1976-2016). Predict the product of the given reaction. (1) Given the reactants [C:1]1([CH:7]([C:19]2[CH:24]=[CH:23][CH:22]=[CH:21][CH:20]=2)[O:8][CH:9]2[CH2:14][CH2:13][N:12]([CH2:15][CH2:16][CH2:17][NH2:18])[CH2:11][CH2:10]2)[CH:6]=[CH:5][CH:4]=[CH:3][CH:2]=1.Cl[C:26]1[CH:27]=[CH:28][C:29]2[N:30]([C:32]([CH3:43])=[C:33]([C:35]([CH3:42])([CH3:41])[C:36]([O:38][CH2:39][CH3:40])=[O:37])[N:34]=2)[N:31]=1.O, predict the reaction product. The product is: [C:19]1([CH:7]([C:1]2[CH:2]=[CH:3][CH:4]=[CH:5][CH:6]=2)[O:8][CH:9]2[CH2:14][CH2:13][N:12]([CH2:15][CH2:16][CH2:17][NH:18][C:26]3[CH:27]=[CH:28][C:29]4[N:30]([C:32]([CH3:43])=[C:33]([C:35]([CH3:42])([CH3:41])[C:36]([O:38][CH2:39][CH3:40])=[O:37])[N:34]=4)[N:31]=3)[CH2:11][CH2:10]2)[CH:24]=[CH:23][CH:22]=[CH:21][CH:20]=1. (2) Given the reactants [CH3:1][S:2][C:3]1[N:8]=[C:7]([C:9]2[S:13][C:12]([S:14](Cl)(=[O:16])=[O:15])=[CH:11][CH:10]=2)[CH:6]=[CH:5][N:4]=1.[NH2:18][C:19]1[CH:20]=[C:21]([CH:25]=[CH:26][CH:27]=1)[C:22]([OH:24])=[O:23], predict the reaction product. The product is: [CH3:1][S:2][C:3]1[N:8]=[C:7]([C:9]2[S:13][C:12]([S:14]([NH:18][C:19]3[CH:20]=[C:21]([CH:25]=[CH:26][CH:27]=3)[C:22]([OH:24])=[O:23])(=[O:16])=[O:15])=[CH:11][CH:10]=2)[CH:6]=[CH:5][N:4]=1. (3) Given the reactants [Cl:1][C:2]1[C:11]2[C:6](=[C:7]([CH3:12])[CH:8]=[CH:9][CH:10]=2)[C:5]([C:13]([OH:15])=O)=[CH:4][N:3]=1.[CH:16]1([NH2:22])[CH2:21][CH2:20][CH2:19][CH2:18][CH2:17]1, predict the reaction product. The product is: [Cl:1][C:2]1[C:11]2[C:6](=[C:7]([CH3:12])[CH:8]=[CH:9][CH:10]=2)[C:5]([C:13]([NH:22][CH:16]2[CH2:21][CH2:20][CH2:19][CH2:18][CH2:17]2)=[O:15])=[CH:4][N:3]=1. (4) Given the reactants Br[CH2:2][C:3]1[C:8]([C:9]#[N:10])=[CH:7][CH:6]=[C:5]([O:11][CH3:12])[N:4]=1.[NH2:13][C:14]1[C:15]2[C:16](=[N:20][N:21]([CH2:23][C:24]3[CH:29]=[CH:28][C:27]([CH2:30][N:31]4[CH:36]=[CH:35][CH:34]=[CH:33][C:32]4=[O:37])=[CH:26][CH:25]=3)[CH:22]=2)[N:17]=[CH:18][N:19]=1, predict the reaction product. The product is: [CH3:12][O:11][C:5]1[N:4]=[C:3]([CH2:2][NH:13][C:14]2[C:15]3[C:16](=[N:20][N:21]([CH2:23][C:24]4[CH:25]=[CH:26][C:27]([CH2:30][N:31]5[CH:36]=[CH:35][CH:34]=[CH:33][C:32]5=[O:37])=[CH:28][CH:29]=4)[CH:22]=3)[N:17]=[CH:18][N:19]=2)[C:8]([C:9]#[N:10])=[CH:7][CH:6]=1. (5) Given the reactants ON1C2C=CC=CC=2N=N1.Cl.[CH3:12][N:13](C)[CH2:14][CH2:15][CH2:16]N=C=NCC.[CH2:23]([O:25][C:26]([C@@H:28]1[CH2:30][C@H:29]1[C:31]([OH:33])=O)=[O:27])[CH3:24].C(N(CC)CC)C.CNCCC, predict the reaction product. The product is: [CH2:23]([O:25][C:26]([C@@H:28]1[CH2:30][C@H:29]1[C:31](=[O:33])[N:13]([CH3:12])[CH2:14][CH2:15][CH3:16])=[O:27])[CH3:24]. (6) The product is: [Cl:1][C:2]1[C:7]([C:8]#[N:10])=[CH:6][N:5]=[C:4]2[S:11][CH:12]=[CH:13][C:3]=12. Given the reactants [Cl:1][C:2]1[C:7]([C:8]([NH2:10])=O)=[CH:6][N:5]=[C:4]2[S:11][CH:12]=[CH:13][C:3]=12.N1C(Cl)=NC(Cl)=NC=1Cl, predict the reaction product.